Task: Predict the product of the given reaction.. Dataset: Forward reaction prediction with 1.9M reactions from USPTO patents (1976-2016) (1) The product is: [OH:1][C:2]1[CH:7]=[CH:6][C:5]([C:8]#[C:9][C:10]2[CH:11]=[CH:12][C:13]([O:14][CH2:15][C:16]([OH:18])=[O:17])=[CH:21][CH:22]=2)=[CH:4][CH:3]=1. Given the reactants [OH:1][C:2]1[CH:7]=[CH:6][C:5]([C:8]#[C:9][C:10]2[CH:22]=[CH:21][C:13]([O:14][CH2:15][C:16]([O:18]CC)=[O:17])=[CH:12][CH:11]=2)=[CH:4][CH:3]=1.O[Li].O.Cl, predict the reaction product. (2) The product is: [OH:1][NH:2][C:3]([C:5]1[C:6]([C:13]([O:14][C:5]([CH3:6])([CH3:10])[CH3:3])=[O:16])=[N:7][C:8]([CH2:11][NH2:12])=[CH:9][CH:10]=1)=[NH:4]. Given the reactants [OH:1][NH:2][C:3]([C:5]1[CH:6]=[N:7][C:8]([CH2:11][NH2:12])=[CH:9][CH:10]=1)=[NH:4].[C:13](=[O:16])([O-])[O-:14].[K+].[K+], predict the reaction product. (3) Given the reactants [Br:1][C:2]1[N:6]([CH2:7][C:8]([OH:10])=O)[N:5]=[C:4]([C:11]([F:14])([F:13])[F:12])[CH:3]=1.C(Cl)(=O)C(Cl)=O.ClC1N(CC([N:30]2[CH2:35][CH2:34][CH:33]([C:36]3[S:37][CH:38]=[C:39]([C:41]4[CH2:45][CH:44]([C:46]5[CH:51]=[CH:50][CH:49]=[CH:48][CH:47]=5)[O:43][N:42]=4)[N:40]=3)[CH2:32][CH2:31]2)=O)N=C(C(F)(F)F)C=1.C(N(CC)CC)C, predict the reaction product. The product is: [Br:1][C:2]1[N:6]([CH2:7][C:8]([N:30]2[CH2:35][CH2:34][CH:33]([C:36]3[S:37][CH:38]=[C:39]([C:41]4[CH2:45][CH:44]([C:46]5[CH:51]=[CH:50][CH:49]=[CH:48][CH:47]=5)[O:43][N:42]=4)[N:40]=3)[CH2:32][CH2:31]2)=[O:10])[N:5]=[C:4]([C:11]([F:14])([F:13])[F:12])[CH:3]=1. (4) Given the reactants C(OC([N:8]1[CH2:13][CH2:12][CH2:11][CH2:10][CH:9]1CCCO)=O)(C)(C)C.C([N:20]([CH2:23][CH3:24])[CH2:21][CH3:22])C.CS(Cl)(=O)=O.C([O-])(O)=O.[Na+].C(OC([N:42]1CCC(CCCOS(C)(=O)=O)CC1)=O)(C)(C)C.OC1C=CC(C=O)=C(C)C=1.C(=O)([O-])[O-].[Cs+].[Cs+].C(OC(N1CCC([CH2:85][CH2:86][CH2:87][O:88][C:89]2[CH:94]=[CH:93][C:92](C=O)=[C:91](C)[CH:90]=2)CC1)=O)(C)(C)C.[Cl:98][C:99]1[CH:104]=C(N)[C:102](N)=[C:101](C)[CH:100]=1, predict the reaction product. The product is: [Cl:98][C:99]1[CH:100]=[C:101]([CH3:102])[C:21]2[N:20]=[C:23]([C:24]3[CH:91]=[CH:90][C:89]([O:88][CH2:87][CH2:86][CH2:85][CH:11]4[CH2:10][CH2:9][NH:8][CH2:13][CH2:12]4)=[CH:94][C:93]=3[CH3:92])[NH:42][C:22]=2[CH:104]=1. (5) Given the reactants [NH2:1][C:2]1[CH:7]=[C:6]([NH2:8])[CH:5]=[C:4]([CH3:9])[C:3]=1[OH:10].[CH2:11](C(CC)(CC)C([O-])([O-])[O-])[CH3:12], predict the reaction product. The product is: [CH3:11][C:12]1[O:10][C:3]2[C:4]([CH3:9])=[CH:5][C:6]([NH2:8])=[CH:7][C:2]=2[N:1]=1. (6) Given the reactants [I:1][C:2]1[CH:3]=[C:4]([CH:7]=[CH:8][CH:9]=1)[CH2:5]Br.[S:10]([O-:13])([O-:12])=[O:11].[Na+:14].[Na+], predict the reaction product. The product is: [I:1][C:2]1[CH:3]=[C:4]([CH2:5][S:10]([O-:13])(=[O:12])=[O:11])[CH:7]=[CH:8][CH:9]=1.[Na+:14].